From a dataset of Reaction yield outcomes from USPTO patents with 853,638 reactions. Predict the reaction yield, written as a fraction of the theoretical maximum amount of product (1.0 means a 100% yield; for example, 0.34 means a 34% yield). (1) The reactants are Br[C:2]1[S:6][C:5]([CH2:7][O:8][C:9]2[C:10]([F:19])=[C:11]([C:15]([F:18])=[CH:16][CH:17]=2)[C:12]([NH2:14])=[O:13])=[N:4][C:3]=1[C:20]1[CH:25]=[CH:24][C:23]([O:26][CH3:27])=[CH:22][CH:21]=1.[N:28]1[CH:33]=[CH:32][C:31](B(O)O)=[CH:30][CH:29]=1.P([O-])([O-])([O-])=O.[K+].[K+].[K+]. The catalyst is CN(C=O)C.O.[Pd+2].C1(P(C2C=CC=CC=2)C2C=CC=CC=2)C=CC=CC=1. The product is [F:19][C:10]1[C:9]([O:8][CH2:7][C:5]2[S:6][C:2]([C:31]3[CH:32]=[CH:33][N:28]=[CH:29][CH:30]=3)=[C:3]([C:20]3[CH:25]=[CH:24][C:23]([O:26][CH3:27])=[CH:22][CH:21]=3)[N:4]=2)=[CH:17][CH:16]=[C:15]([F:18])[C:11]=1[C:12]([NH2:14])=[O:13]. The yield is 0.490. (2) The reactants are [O:1]=[S:2]1(=[O:38])[CH2:6][CH2:5][CH:4]=[C:3]1[C:7]1[CH:37]=[CH:36][C:10]2[NH:11][C:12]([C:17]3[C:22](=[O:23])[N:21]([CH2:24][C:25]4[CH:30]=[CH:29][C:28]([F:31])=[CH:27][CH:26]=4)[N:20]4[CH:32]=[CH:33][CH:34]=[C:19]4[C:18]=3[OH:35])=[N:13][S:14](=[O:16])(=[O:15])[C:9]=2[CH:8]=1.[H][H].C(OCC)C. The catalyst is CN(C)C=O.[Pd]. The product is [O:38]=[S:2]1(=[O:1])[CH2:6][CH2:5][CH2:4][CH:3]1[C:7]1[CH:37]=[CH:36][C:10]2[NH:11][C:12]([C:17]3[C:22](=[O:23])[N:21]([CH2:24][C:25]4[CH:30]=[CH:29][C:28]([F:31])=[CH:27][CH:26]=4)[N:20]4[CH:32]=[CH:33][CH:34]=[C:19]4[C:18]=3[OH:35])=[N:13][S:14](=[O:16])(=[O:15])[C:9]=2[CH:8]=1. The yield is 0.280.